From a dataset of Full USPTO retrosynthesis dataset with 1.9M reactions from patents (1976-2016). Predict the reactants needed to synthesize the given product. (1) Given the product [Cl:1][C:2]1[CH:9]=[C:8]([N:10]2[C:14]([CH3:15])=[C:13]([C:17](=[O:21])[C:18]([Cl:20])=[O:19])[C:12]([CH3:16])=[N:11]2)[CH:7]=[CH:6][C:3]=1[C:4]#[N:5], predict the reactants needed to synthesize it. The reactants are: [Cl:1][C:2]1[CH:9]=[C:8]([N:10]2[C:14]([CH3:15])=[CH:13][C:12]([CH3:16])=[N:11]2)[CH:7]=[CH:6][C:3]=1[C:4]#[N:5].[C:17](Cl)(=[O:21])[C:18]([Cl:20])=[O:19]. (2) Given the product [C:1]([O:5][C:6]([N:8]1[CH2:11][CH:10]([O:12][C:13]2[CH:18]=[C:17]([Br:19])[CH:16]=[CH:15][C:14]=2[OH:30])[CH2:9]1)=[O:7])([CH3:4])([CH3:3])[CH3:2], predict the reactants needed to synthesize it. The reactants are: [C:1]([O:5][C:6]([N:8]1[CH2:11][CH:10]([O:12][C:13]2[CH:18]=[C:17]([Br:19])[CH:16]=[CH:15][C:14]=2C=O)[CH2:9]1)=[O:7])([CH3:4])([CH3:3])[CH3:2].C1C=C(Cl)C=C(C(OO)=[O:30])C=1.